This data is from Full USPTO retrosynthesis dataset with 1.9M reactions from patents (1976-2016). The task is: Predict the reactants needed to synthesize the given product. (1) The reactants are: [C:1]([C:3]1[CH:12]=[CH:11][C:6]([C:7]([O:9][CH3:10])=[O:8])=[C:5]([CH3:13])[N:4]=1)#[N:2].C(C1C=C(CN)C=CN=1)(C)C. Given the product [NH2:2][CH2:1][C:3]1[CH:12]=[CH:11][C:6]([C:7]([O:9][CH3:10])=[O:8])=[C:5]([CH3:13])[N:4]=1, predict the reactants needed to synthesize it. (2) Given the product [OH:18][CH2:17][C:3]1[N:2]([CH3:1])[C:10]2[C:5]([CH:4]=1)=[C:6]([O:15][CH3:16])[C:7]([O:13][CH3:14])=[C:8]([O:11][CH3:12])[CH:9]=2, predict the reactants needed to synthesize it. The reactants are: [CH3:1][N:2]1[C:10]2[C:5](=[C:6]([O:15][CH3:16])[C:7]([O:13][CH3:14])=[C:8]([O:11][CH3:12])[CH:9]=2)[CH:4]=[C:3]1[C:17](OC)=[O:18].C1(C)C=CC=CC=1.C([Al]C(C)C)(C)C.O.O.O.O.O.O.O.O.O.O.S([O-])([O-])(=O)=O.[Na+].[Na+]. (3) The reactants are: [CH:1]([C:4]1[CH:9]=[CH:8][CH:7]=[CH:6][C:5]=1[NH:10][C:11]1[NH:15][C:14]2[CH:16]=[CH:17][C:18]([C:20]([OH:22])=O)=[CH:19][C:13]=2[N:12]=1)([CH3:3])[CH3:2].[N:23]1([CH2:29][CH2:30][NH:31][C:32]2[C:40]3[C:35](=[CH:36][C:37]([NH2:41])=[CH:38][CH:39]=3)[NH:34][N:33]=2)[CH2:28][CH2:27][O:26][CH2:25][CH2:24]1.CN(C(ON1N=NC2C=CC=CC1=2)=[N+](C)C)C.F[P-](F)(F)(F)(F)F. Given the product [N:23]1([CH2:29][CH2:30][NH:31][C:32]2[C:40]3[C:35](=[CH:36][C:37]([NH:41][C:20]([C:18]4[CH:17]=[CH:16][C:14]5[N:15]=[C:11]([NH:10][C:5]6[CH:6]=[CH:7][CH:8]=[CH:9][C:4]=6[CH:1]([CH3:3])[CH3:2])[NH:12][C:13]=5[CH:19]=4)=[O:22])=[CH:38][CH:39]=3)[NH:34][N:33]=2)[CH2:28][CH2:27][O:26][CH2:25][CH2:24]1, predict the reactants needed to synthesize it. (4) Given the product [C:11]([C:10]1[N:9]([CH3:14])[N:8]=[CH:7][C:6]=1[C:4]([O:3][CH2:1][CH3:2])=[O:5])(=[O:12])[NH2:17], predict the reactants needed to synthesize it. The reactants are: [CH2:1]([O:3][C:4]([C:6]1[CH:7]=[N:8][N:9]([CH3:14])[C:10]=1[C:11](O)=[O:12])=[O:5])[CH3:2].C(N1C=CN=C1)([N:17]1C=CN=C1)=O.N. (5) Given the product [NH2:1][CH2:2][C:3]1[C:4]([F:20])=[C:5]([O:10][C:11]2[CH:12]=[C:13]([C:14]#[N:15])[CH:16]=[C:17]([C:21]#[N:22])[CH:18]=2)[C:6]([Cl:9])=[CH:7][CH:8]=1, predict the reactants needed to synthesize it. The reactants are: [NH2:1][CH2:2][C:3]1[C:4]([F:20])=[C:5]([O:10][C:11]2[CH:12]=[C:13]([CH:16]=[C:17](Br)[CH:18]=2)[C:14]#[N:15])[C:6]([Cl:9])=[CH:7][CH:8]=1.[C:21]([Zn]C#N)#[N:22]. (6) The reactants are: [CH3:1][O:2][C:3]1[C:34]([O:35][CH2:36][CH2:37][CH2:38][O:39][C:40]2[C:41]([O:69][CH3:70])=CC3[C:49](=[O:50])[N:48]4[CH:51]=[C:52]([C:54]#[C:55][CH2:56][NH:57][CH3:58])[CH2:53][C@H:47]4[C:46](=O)[N:45](COCC[Si](C)(C)C)[C:44]=3[CH:68]=2)=[CH:33][C:6]2[N:7](COCC[Si](C)(C)C)[C:8](=O)[C@@H:9]3[CH2:15][C:14]([C:16]4[CH:21]=[CH:20][C:19]([O:22][CH3:23])=[CH:18][CH:17]=4)=[CH:13][N:10]3[C:11](=[O:12])[C:5]=2[CH:4]=1. Given the product [CH3:70][O:69][CH2:41]/[C:40](/[O:39][CH2:38][CH2:37][CH2:36][O:35][C:34]1[C:3]([O:2][CH3:1])=[CH:4][C:5]2[C:11](=[O:12])[N:10]3[CH:13]=[C:14]([C:16]4[CH:21]=[CH:20][C:19]([O:22][CH3:23])=[CH:18][CH:17]=4)[CH2:15][C@H:9]3[CH:8]=[N:7][C:6]=2[CH:33]=1)=[CH:68]\[CH2:44]/[N:45]=[CH:46]\[C@@H:47]1[CH2:53][C:52]([C:54]#[C:55][CH2:56][NH:57][CH3:58])=[CH:51][N:48]1[CH:49]=[O:50], predict the reactants needed to synthesize it. (7) Given the product [O:27]=[C:19]1[C:20]2[CH:26]=[CH:25][CH:24]=[CH:23][C:21]=2[S:22][C:1]([C:3]2[CH:8]=[C:7]([CH2:9][CH2:10][P:11](=[O:18])([O:12][CH2:13][CH3:14])[O:15][CH2:16][CH3:17])[CH:6]=[CH:5][N:4]=2)=[N:2]1, predict the reactants needed to synthesize it. The reactants are: [C:1]([C:3]1[CH:8]=[C:7]([CH2:9][CH2:10][P:11](=[O:18])([O:15][CH2:16][CH3:17])[O:12][CH2:13][CH3:14])[CH:6]=[CH:5][N:4]=1)#[N:2].[C:19](OC)(=[O:27])[C:20]1[C:21](=[CH:23][CH:24]=[CH:25][CH:26]=1)[SH:22].C(N(CC)CC)C. (8) Given the product [CH2:31]([C:30]([C:33]1[CH:38]=[CH:37][C:36]([B:39]2[O:40][C:41]([CH3:46])([CH3:47])[C:42]([CH3:45])([CH3:44])[O:43]2)=[C:35]([CH3:48])[CH:34]=1)([C:27]1[CH:28]=[CH:29][C:24]([C:23]#[C:22][C:21]([CH2:19][CH3:20])([O:7][Si:15]([CH3:18])([CH3:17])[CH3:16])[CH2:52][CH3:53])=[C:25]([CH3:51])[CH:26]=1)[CH2:49][CH3:50])[CH3:32], predict the reactants needed to synthesize it. The reactants are: N1C=CC=CC=1.[O:7]([Si:15]([CH3:18])([CH3:17])[CH3:16])S(C(F)(F)F)(=O)=O.[CH2:19]([C:21](O)([CH2:52][CH3:53])[C:22]#[C:23][C:24]1[CH:29]=[CH:28][C:27]([C:30]([CH2:49][CH3:50])([C:33]2[CH:38]=[CH:37][C:36]([B:39]3[O:43][C:42]([CH3:45])([CH3:44])[C:41]([CH3:47])([CH3:46])[O:40]3)=[C:35]([CH3:48])[CH:34]=2)[CH2:31][CH3:32])=[CH:26][C:25]=1[CH3:51])[CH3:20].C(=O)(O)[O-].[Na+].